From a dataset of Forward reaction prediction with 1.9M reactions from USPTO patents (1976-2016). Predict the product of the given reaction. (1) Given the reactants Br[CH2:2][CH2:3][CH2:4][CH2:5][CH2:6][CH3:7].[C:8]1([OH:21])[CH:13]=[CH:12][C:11]([C:14]2[CH:19]=[CH:18][C:17]([OH:20])=[CH:16][CH:15]=2)=[CH:10][CH:9]=1.C(=O)([O-])[O-].[K+].[K+].[I-].[K+], predict the reaction product. The product is: [CH2:2]([O:20][C:17]1[CH:16]=[CH:15][C:14]([C:11]2[CH:12]=[CH:13][C:8]([OH:21])=[CH:9][CH:10]=2)=[CH:19][CH:18]=1)[CH2:3][CH2:4][CH2:5][CH2:6][CH3:7]. (2) The product is: [C:16]1([N:7]([C:1]2[CH:2]=[CH:3][CH:4]=[CH:5][CH:6]=2)[C:8]2[CH:15]=[CH:14][C:11]([CH2:12][N:36]3[CH2:37][CH2:38][CH:33]([C:29]4[CH:28]=[C:27]([NH:26][C:24](=[O:25])[CH:23]([CH3:39])[CH3:22])[CH:32]=[CH:31][CH:30]=4)[CH2:34][CH2:35]3)=[CH:10][CH:9]=2)[CH:17]=[CH:18][CH:19]=[CH:20][CH:21]=1. Given the reactants [C:1]1([N:7]([C:16]2[CH:21]=[CH:20][CH:19]=[CH:18][CH:17]=2)[C:8]2[CH:15]=[CH:14][C:11]([CH:12]=O)=[CH:10][CH:9]=2)[CH:6]=[CH:5][CH:4]=[CH:3][CH:2]=1.[CH3:22][CH:23]([CH3:39])[C:24]([NH:26][C:27]1[CH:32]=[CH:31][CH:30]=[C:29]([CH:33]2[CH2:38][CH2:37][NH:36][CH2:35][CH2:34]2)[CH:28]=1)=[O:25], predict the reaction product. (3) Given the reactants Br[C:2]1[CH:7]=[N:6][CH:5]=[C:4]2[N:8]([C:11]([O:13][C:14]([CH3:17])([CH3:16])[CH3:15])=[O:12])[CH:9]=[CH:10][C:3]=12.C([O-])(=O)C.[K+].B1(B2OC(C)(C)C(C)(C)O2)OC(C)(C)C(C)(C)O1.Cl[C:42]1[N:47]=[C:46]([N:48]2[CH2:53][CH2:52][O:51][CH2:50][C@H:49]2[CH3:54])[CH:45]=[C:44]([C:55]2([S:58]([CH3:61])(=[NH:60])=[O:59])[CH2:57][CH2:56]2)[N:43]=1.C(=O)([O-])[O-].[Na+].[Na+], predict the reaction product. The product is: [CH3:54][C@H:49]1[N:48]([C:46]2[CH:45]=[C:44]([C:55]3([S:58]([CH3:61])(=[NH:60])=[O:59])[CH2:57][CH2:56]3)[N:43]=[C:42]([C:2]3[CH:7]=[N:6][CH:5]=[C:4]4[N:8]([C:11]([O:13][C:14]([CH3:17])([CH3:16])[CH3:15])=[O:12])[CH:9]=[CH:10][C:3]=34)[N:47]=2)[CH2:53][CH2:52][O:51][CH2:50]1.